Dataset: Forward reaction prediction with 1.9M reactions from USPTO patents (1976-2016). Task: Predict the product of the given reaction. Given the reactants [CH3:1][C:2]1[CH:7]=[CH:6][C:5]([N+:8]([O-:10])=[O:9])=[CH:4][C:3]=1[OH:11].[C:12](=O)([O-])[O-].[K+].[K+].IC.O, predict the reaction product. The product is: [CH3:1][C:2]1[CH:7]=[CH:6][C:5]([N+:8]([O-:10])=[O:9])=[CH:4][C:3]=1[O:11][CH3:12].